From a dataset of Forward reaction prediction with 1.9M reactions from USPTO patents (1976-2016). Predict the product of the given reaction. (1) The product is: [CH3:17][O:18][C:19](=[O:26])[C@H:20]([CH2:22][CH2:23][S:24][CH3:25])[NH:21][C:6](=[O:8])[C:5]1[CH:9]=[CH:10][C:2]([F:1])=[CH:3][C:4]=1[C:11]1[CH:16]=[CH:15][CH:14]=[CH:13][CH:12]=1. Given the reactants [F:1][C:2]1[CH:10]=[CH:9][C:5]([C:6]([OH:8])=O)=[C:4]([C:11]2[CH:16]=[CH:15][CH:14]=[CH:13][CH:12]=2)[CH:3]=1.[CH3:17][O:18][C:19](=[O:26])[C@H:20]([CH2:22][CH2:23][S:24][CH3:25])[NH2:21], predict the reaction product. (2) Given the reactants [O:1]1[C:5]2[CH:6]=[CH:7][C:8]([C:10]3([CH2:18][S:19][C@@H:20]([C:45](=[O:58])N4[C@@H](C5C=CC=CC=5)COC4=O)[C@@H:21]([C:30]4[CH:44]=[CH:43][C:33]([O:34][CH2:35][C:36]([O:38][C:39]([CH3:42])([CH3:41])[CH3:40])=[O:37])=[CH:32][CH:31]=4)[NH:22][C:23]4[CH:28]=[CH:27][C:26]([F:29])=[CH:25][CH:24]=4)[O:15][CH2:14][C:13]([CH3:17])([CH3:16])[CH2:12][O:11]3)=[CH:9][C:4]=2[O:3][CH2:2]1.C/C(/O[Si](C)(C)C)=N\[Si](C)(C)C.O.O.O.[F-].C([N+](CCCC)(CCCC)CCCC)CCC, predict the reaction product. The product is: [O:1]1[C:5]2[CH:6]=[CH:7][C:8]([C:10]3([CH2:18][S:19][C@H:20]4[C:45](=[O:58])[N:22]([C:23]5[CH:24]=[CH:25][C:26]([F:29])=[CH:27][CH:28]=5)[C@@H:21]4[C:30]4[CH:44]=[CH:43][C:33]([O:34][CH2:35][C:36]([O:38][C:39]([CH3:41])([CH3:42])[CH3:40])=[O:37])=[CH:32][CH:31]=4)[O:11][CH2:12][C:13]([CH3:17])([CH3:16])[CH2:14][O:15]3)=[CH:9][C:4]=2[O:3][CH2:2]1. (3) Given the reactants C(C1C=C(C2ON=C(C3C=C(C)C(OCC(O)CNC(=O)CO)=C(C)C=3)N=2)C=CC=1)=O.[CH:32]([C:34]1[CH:42]=[CH:41][C:37]([C:38]([OH:40])=O)=[CH:36][C:35]=1[CH3:43])=[O:33].[CH2:44]([C:46]1[CH:61]=[C:60]([C:62](=[NH:65])[NH:63]O)[CH:59]=[C:58]([CH3:66])[C:47]=1[O:48][CH2:49][C@@H:50]([OH:57])[CH2:51][NH:52][C:53](=[O:56])[CH2:54][OH:55])[CH3:45], predict the reaction product. The product is: [CH2:44]([C:46]1[CH:61]=[C:60]([C:62]2[N:65]=[C:38]([C:37]3[CH:41]=[CH:42][C:34]([CH:32]=[O:33])=[C:35]([CH3:43])[CH:36]=3)[O:40][N:63]=2)[CH:59]=[C:58]([CH3:66])[C:47]=1[O:48][CH2:49][C@@H:50]([OH:57])[CH2:51][NH:52][C:53](=[O:56])[CH2:54][OH:55])[CH3:45]. (4) The product is: [Cl:24][C:20]1[CH:19]=[C:18]([C:17]#[C:16][C:14]2[N:13]=[C:12]([CH3:25])[N:11]([C:7]3[NH:6][C:5](=[O:4])[CH:10]=[N:9][CH:8]=3)[CH:15]=2)[CH:23]=[CH:22][CH:21]=1. Given the reactants C([O:4][C:5]1[CH:10]=[N:9][CH:8]=[C:7]([N:11]2[CH:15]=[C:14]([C:16]#[C:17][C:18]3[CH:23]=[CH:22][CH:21]=[C:20]([Cl:24])[CH:19]=3)[N:13]=[C:12]2[CH3:25])[N:6]=1)C=C.C1([SiH3])C=CC=CC=1.O, predict the reaction product. (5) Given the reactants [CH2:1]([N:8](C(OC(C)(C)C)=O)[CH:9]1[CH2:15][CH2:14][CH2:13][C:12]2[CH:16]=[CH:17][C:18]([O:20][C:21]3[C:26]([C:27]#[N:28])=[CH:25][CH:24]=[CH:23][N:22]=3)=[CH:19][C:11]=2[CH2:10]1)[C:2]1[CH:7]=[CH:6][CH:5]=[CH:4][CH:3]=1.Cl, predict the reaction product. The product is: [CH2:1]([NH:8][CH:9]1[CH2:10][C:11]2[CH:19]=[C:18]([O:20][C:21]3[C:26]([C:27]#[N:28])=[CH:25][CH:24]=[CH:23][N:22]=3)[CH:17]=[CH:16][C:12]=2[CH2:13][CH2:14][CH2:15]1)[C:2]1[CH:7]=[CH:6][CH:5]=[CH:4][CH:3]=1. (6) Given the reactants [F:1][C:2]1[CH:7]=[C:6]([I:8])[CH:5]=[CH:4][C:3]=1[NH:9][C:10]1[N:15]([CH3:16])[C:14](=[O:17])[C:13]2[CH:18]=[CH:19][O:20][C:12]=2[C:11]=1[C:21](O)=[O:22].Cl.[CH:25]1([CH2:28][O:29][NH2:30])[CH2:27][CH2:26]1.CCN=C=NCCCN(C)C.C1C=CC2N(O)N=NC=2C=1, predict the reaction product. The product is: [CH:25]1([CH2:28][O:29][NH:30][C:21]([C:11]2[C:12]3[O:20][CH:19]=[CH:18][C:13]=3[C:14](=[O:17])[N:15]([CH3:16])[C:10]=2[NH:9][C:3]2[CH:4]=[CH:5][C:6]([I:8])=[CH:7][C:2]=2[F:1])=[O:22])[CH2:27][CH2:26]1. (7) Given the reactants C[O:2][C:3]([C:5]1[S:6][C:7]([C:10](=[O:26])[NH:11][C:12]2[CH:17]=[CH:16][CH:15]=[CH:14][C:13]=2[NH:18][C:19]([O:21][C:22]([CH3:25])([CH3:24])[CH3:23])=[O:20])=[CH:8][CH:9]=1)=[O:4].[OH-].[K+], predict the reaction product. The product is: [C:22]([O:21][C:19]([NH:18][C:13]1[CH:14]=[CH:15][CH:16]=[CH:17][C:12]=1[NH:11][C:10]([C:7]1[S:6][C:5]([C:3]([OH:4])=[O:2])=[CH:9][CH:8]=1)=[O:26])=[O:20])([CH3:25])([CH3:23])[CH3:24]. (8) The product is: [C:15]([NH2:1])(=[O:22])[C:16]1[CH:21]=[CH:20][CH:19]=[CH:18][CH:17]=1. Given the reactants [NH2:1]C1C=CN=CC=1.C(N(CC)CC)C.[C:15](Cl)(=[O:22])[C:16]1[CH:21]=[CH:20][CH:19]=[CH:18][CH:17]=1, predict the reaction product.